This data is from Forward reaction prediction with 1.9M reactions from USPTO patents (1976-2016). The task is: Predict the product of the given reaction. (1) Given the reactants Cl.[F:2][C:3]1[C:8]([NH:9][C:10]2[C:15]([C:16]3[N:24]=[CH:23][N:22]=[C:21]4[C:17]=3[N:18]=[CH:19][N:20]4C3CCCCO3)=[CH:14][CH:13]=[CH:12][N:11]=2)=[C:7]([F:31])[CH:6]=[CH:5][C:4]=1[NH:32][S:33]([C:36]1[CH:37]=[C:38]2[C:42](=[CH:43][CH:44]=1)[N:41]([CH3:45])[CH:40]=[CH:39]2)(=[O:35])=[O:34], predict the reaction product. The product is: [N:24]1[C:16]([C:15]2[C:10]([NH:9][C:8]3[C:3]([F:2])=[C:4]([NH:32][S:33]([C:36]4[CH:37]=[C:38]5[C:42](=[CH:43][CH:44]=4)[N:41]([CH3:45])[CH:40]=[CH:39]5)(=[O:34])=[O:35])[CH:5]=[CH:6][C:7]=3[F:31])=[N:11][CH:12]=[CH:13][CH:14]=2)=[C:17]2[C:21]([NH:20][CH:19]=[N:18]2)=[N:22][CH:23]=1. (2) Given the reactants [Br:1][C:2]1[CH:7]=[CH:6][N:5]=[C:4]2[NH:8][CH:9]=[CH:10][C:3]=12.C([O-])([O-])=O.[Cs+].[Cs+].Br[CH2:18][CH2:19][CH2:20][C:21]([O:23][CH2:24][CH3:25])=[O:22], predict the reaction product. The product is: [Br:1][C:2]1[CH:7]=[CH:6][N:5]=[C:4]2[N:8]([CH2:18][CH2:19][CH2:20][C:21]([O:23][CH2:24][CH3:25])=[O:22])[CH:9]=[CH:10][C:3]=12. (3) Given the reactants Br[C:2]1[CH:3]=[C:4]([C:9]([F:12])([F:11])[F:10])[CH:5]=[CH:6][C:7]=1[Cl:8].[F:13][CH2:14][C:15]([CH2:19][F:20])([OH:18])[CH:16]=[CH2:17].C(=O)([O-])[O-].[K+].[K+].Cl, predict the reaction product. The product is: [Cl:8][C:7]1[CH:6]=[CH:5][C:4]([C:9]([F:12])([F:11])[F:10])=[CH:3][C:2]=1/[CH:17]=[CH:16]/[C:15]([CH2:19][F:20])([OH:18])[CH2:14][F:13]. (4) Given the reactants [CH2:1]([C:8]1[CH:9]=[N:10][C:11]2[C:16]([C:17]=1[C:18]1[CH:19]=[C:20]([NH2:24])[CH:21]=[CH:22][CH:23]=1)=[CH:15][CH:14]=[CH:13][C:12]=2[C:25]([F:28])([F:27])[F:26])[C:2]1[CH:7]=[CH:6][CH:5]=[CH:4][CH:3]=1.[OH:29][C:30]1[CH:37]=[CH:36][C:33]([CH:34]=O)=[CH:32][C:31]=1[O:38][CH3:39].[BH-](OC(C)=O)(OC(C)=O)OC(C)=O.[Na+].C(O)(=O)C, predict the reaction product. The product is: [CH2:1]([C:8]1[CH:9]=[N:10][C:11]2[C:16]([C:17]=1[C:18]1[CH:19]=[C:20]([NH:24][CH2:34][C:33]3[CH:36]=[CH:37][C:30]([OH:29])=[C:31]([O:38][CH3:39])[CH:32]=3)[CH:21]=[CH:22][CH:23]=1)=[CH:15][CH:14]=[CH:13][C:12]=2[C:25]([F:28])([F:26])[F:27])[C:2]1[CH:3]=[CH:4][CH:5]=[CH:6][CH:7]=1. (5) Given the reactants [C:1]([NH:5][C:6]([C:8]1[C:16]2[C:11](=[N:12][CH:13]=[C:14]([C:17]3[C:25]4[C:20](=[CH:21][CH:22]=[C:23]([O:26][CH:27]([F:29])[F:28])[CH:24]=4)[NH:19][N:18]=3)[N:15]=2)[N:10]([CH2:30][O:31][CH2:32][CH2:33][Si:34]([CH3:37])([CH3:36])[CH3:35])[CH:9]=1)=[O:7])([CH3:4])([CH3:3])[CH3:2].[Cl-].Cl[CH2:40][CH2:41][CH2:42][NH+:43]([CH3:45])[CH3:44].C([O-])([O-])=O.[Cs+].[Cs+], predict the reaction product. The product is: [C:1]([NH:5][C:6]([C:8]1[C:16]2[C:11](=[N:12][CH:13]=[C:14]([C:17]3[C:25]4[C:20](=[CH:21][CH:22]=[C:23]([O:26][CH:27]([F:28])[F:29])[CH:24]=4)[N:19]([CH2:40][CH2:41][CH2:42][N:43]([CH3:45])[CH3:44])[N:18]=3)[N:15]=2)[N:10]([CH2:30][O:31][CH2:32][CH2:33][Si:34]([CH3:37])([CH3:36])[CH3:35])[CH:9]=1)=[O:7])([CH3:4])([CH3:3])[CH3:2]. (6) Given the reactants [Br:1][C:2]1[CH:3]=[N:4][NH:5][CH:6]=1.C([O-])([O-])=O.[K+].[K+].[C@@H]1(N)CCCC[C@H]1N.I[C:22]1[CH:27]=[CH:26][CH:25]=[C:24]([O:28][CH3:29])[CH:23]=1, predict the reaction product. The product is: [Br:1][C:2]1[CH:3]=[N:4][N:5]([C:22]2[CH:27]=[CH:26][CH:25]=[C:24]([O:28][CH3:29])[CH:23]=2)[CH:6]=1. (7) Given the reactants [CH3:1][O:2][C:3](=[O:13])[C:4]1[CH:9]=[C:8]([Cl:10])[CH:7]=[C:6]([CH3:11])[C:5]=1[OH:12].C([O-])([O-])=O.[K+].[K+].Br[CH:21]1[CH2:24][CH2:23][CH2:22]1, predict the reaction product. The product is: [CH3:1][O:2][C:3](=[O:13])[C:4]1[CH:9]=[C:8]([Cl:10])[CH:7]=[C:6]([CH3:11])[C:5]=1[O:12][CH:21]1[CH2:24][CH2:23][CH2:22]1.